Predict the reaction yield, written as a fraction of the theoretical maximum amount of product (1.0 means a 100% yield; for example, 0.34 means a 34% yield). From a dataset of Reaction yield outcomes from USPTO patents with 853,638 reactions. (1) The reactants are [C:1]([N:4]1[C:12]2[C:7](=[CH:8][C:9](Br)=[CH:10][CH:11]=2)[CH2:6][CH2:5]1)(=[O:3])[CH3:2].[I-:14].[Na+].CNCCNC. The catalyst is O1CCOCC1.C(N(CC)CC)C.[Cu]I. The product is [C:1]([N:4]1[C:12]2[C:7](=[CH:8][C:9]([I:14])=[CH:10][CH:11]=2)[CH2:6][CH2:5]1)(=[O:3])[CH3:2]. The yield is 0.620. (2) The reactants are C([O:4][CH2:5][C:6]1[CH:11]=[CH:10][C:9]([O:12][CH2:13][C:14]2[N:15]=[C:16]([C:20]3[CH:25]=[CH:24][CH:23]=[CH:22][CH:21]=3)[O:17][C:18]=2[CH3:19])=[CH:8][N:7]=1)(=O)C.[OH-].[Na+]. The catalyst is CO. The product is [CH3:19][C:18]1[O:17][C:16]([C:20]2[CH:21]=[CH:22][CH:23]=[CH:24][CH:25]=2)=[N:15][C:14]=1[CH2:13][O:12][C:9]1[CH:10]=[CH:11][C:6]([CH2:5][OH:4])=[N:7][CH:8]=1. The yield is 0.910. (3) The reactants are [C:1]([O:5][C:6](=[O:29])[CH2:7][C@@H:8]([CH2:17][O:18][S:19]([C:22]1[CH:27]=[CH:26][C:25]([CH3:28])=[CH:24][CH:23]=1)(=[O:21])=[O:20])[CH2:9][C@H:10]([CH3:16])[CH2:11][CH2:12][CH2:13][CH2:14][CH3:15])([CH3:4])([CH3:3])[CH3:2].C(OC(=O)C[C@@H](CO)C[C@@H](C)CCCCC)(C)(C)C. No catalyst specified. The product is [C:1]([O:5][C:6](=[O:29])[CH2:7][C@@H:8]([CH2:17][O:18][S:19]([C:22]1[CH:27]=[CH:26][C:25]([CH3:28])=[CH:24][CH:23]=1)(=[O:21])=[O:20])[CH2:9][C@@H:10]([CH3:16])[CH2:11][CH2:12][CH2:13][CH2:14][CH3:15])([CH3:2])([CH3:3])[CH3:4]. The yield is 0.640. (4) The reactants are [Cl:1][C:2]1[CH:18]=[CH:17][C:5]2[CH2:6][CH2:7][N:8]([C:11](=[O:16])[C:12]([F:15])([F:14])[F:13])[CH2:9][CH2:10][C:4]=2[C:3]=1OS(C(F)(F)F)(=O)=O.[NH2:27][CH2:28][C:29]1[CH:34]=[CH:33][C:32]([C:35](=[O:41])[CH2:36][C:37]([CH3:40])([CH3:39])[CH3:38])=[CH:31][C:30]=1[Cl:42].C1C=CC(P(C2C(C3C(P(C4C=CC=CC=4)C4C=CC=CC=4)=CC=C4C=3C=CC=C4)=C3C(C=CC=C3)=CC=2)C2C=CC=CC=2)=CC=1.C(=O)([O-])[O-].[Cs+].[Cs+]. The catalyst is C1(C)C=CC=CC=1.C1C=CC(/C=C/C(/C=C/C2C=CC=CC=2)=O)=CC=1.C1C=CC(/C=C/C(/C=C/C2C=CC=CC=2)=O)=CC=1.C1C=CC(/C=C/C(/C=C/C2C=CC=CC=2)=O)=CC=1.[Pd].[Pd]. The product is [Cl:1][C:2]1[CH:18]=[CH:17][C:5]2[CH2:6][CH2:7][N:8]([C:11](=[O:16])[C:12]([F:15])([F:14])[F:13])[CH2:9][CH2:10][C:4]=2[C:3]=1[NH:27][CH2:28][C:29]1[CH:34]=[CH:33][C:32]([C:35](=[O:41])[CH2:36][C:37]([CH3:38])([CH3:39])[CH3:40])=[CH:31][C:30]=1[Cl:42]. The yield is 0.210. (5) The reactants are Cl.Cl.[NH2:3][CH2:4][C:5]1[NH:13][C:12]2[C:11]([O:14][C:15]3[CH:20]=[CH:19][C:18]([NH:21][C:22]([NH:24][C:25]4[CH:30]=[CH:29][CH:28]=[C:27]([C:31]([F:34])([F:33])[F:32])[CH:26]=4)=[O:23])=[C:17]([Cl:35])[CH:16]=3)=[N:10][CH:9]=[N:8][C:7]=2[CH:6]=1.[OH:36][C:37]([CH3:43])([CH3:42])[CH2:38][C:39](O)=[O:40].C(N(CC)CC)C.Cl.C(N=C=NCCCN(C)C)C.ON1C2C=CC=CC=2N=N1. The catalyst is CN(C)C=O.O. The product is [Cl:35][C:17]1[CH:16]=[C:15]([CH:20]=[CH:19][C:18]=1[NH:21][C:22]([NH:24][C:25]1[CH:30]=[CH:29][CH:28]=[C:27]([C:31]([F:34])([F:33])[F:32])[CH:26]=1)=[O:23])[O:14][C:11]1[C:12]2[NH:13][C:5]([CH2:4][NH:3][C:39](=[O:40])[CH2:38][C:37]([OH:36])([CH3:43])[CH3:42])=[CH:6][C:7]=2[N:8]=[CH:9][N:10]=1. The yield is 0.470.